This data is from TCR-epitope binding with 47,182 pairs between 192 epitopes and 23,139 TCRs. The task is: Binary Classification. Given a T-cell receptor sequence (or CDR3 region) and an epitope sequence, predict whether binding occurs between them. The epitope is IVTDFSVIK. The TCR CDR3 sequence is CASSQVLEGETQYF. Result: 1 (the TCR binds to the epitope).